Dataset: Full USPTO retrosynthesis dataset with 1.9M reactions from patents (1976-2016). Task: Predict the reactants needed to synthesize the given product. (1) Given the product [Br:8][C:5]1[CH:6]=[CH:7][C:2]([C@H:17]([NH:18][C@@H:19]([CH2:22][CH:23]([CH3:25])[CH3:24])[CH2:20][OH:21])[C:16]2[CH:26]=[CH:27][C:28]([F:30])=[CH:29][C:15]=2[F:14])=[CH:3][CH:4]=1, predict the reactants needed to synthesize it. The reactants are: Br[C:2]1[CH:7]=[CH:6][C:5]([Br:8])=[CH:4][CH:3]=1.[Li]CCCC.[F:14][C:15]1[CH:29]=[C:28]([F:30])[CH:27]=[CH:26][C:16]=1[CH:17]=[N:18][CH:19]([CH2:22][CH:23]([CH3:25])[CH3:24])[CH2:20][OH:21]. (2) Given the product [Br:1][C:15]1[C:14]([C:25]#[N:26])=[N:13][N:12]([CH2:8][CH2:9][CH2:10][CH3:11])[C:16]=1[CH2:17][CH2:18][S:19]([CH2:22][CH2:23][CH3:24])(=[O:21])=[O:20], predict the reactants needed to synthesize it. The reactants are: [Br:1]Br.C([O-])(=O)C.[K+].[CH2:8]([N:12]1[C:16]([CH2:17][CH2:18][S:19]([CH2:22][CH2:23][CH3:24])(=[O:21])=[O:20])=[CH:15][C:14]([C:25]#[N:26])=[N:13]1)[CH2:9][CH2:10][CH3:11].C(=O)(O)[O-].[Na+]. (3) Given the product [NH2:7][C:4]1[CH:5]=[CH:6][C:1]([NH:8][C:13](=[O:14])/[CH:12]=[C:10](/[CH3:11])\[C:9]([OH:16])=[O:15])=[CH:2][CH:3]=1, predict the reactants needed to synthesize it. The reactants are: [C:1]1([NH2:8])[CH:6]=[CH:5][C:4]([NH2:7])=[CH:3][CH:2]=1.[C:9]1(=[O:16])[O:15][C:13](=[O:14])[CH:12]=[C:10]1[CH3:11]. (4) Given the product [F:21][C:22]1[CH:27]=[C:26]([F:28])[CH:25]=[CH:24][C:23]=1[O:29][C:15]1[CH:16]=[CH:17][C:12]([C:11]([NH:10][C:5]2[CH:6]=[CH:7][CH:8]=[CH:9][C:4]=2[C:3]([OH:2])=[O:20])=[O:19])=[CH:13][CH:14]=1, predict the reactants needed to synthesize it. The reactants are: C[O:2][C:3](=[O:20])[C:4]1[CH:9]=[CH:8][CH:7]=[CH:6][C:5]=1[NH:10][C:11](=[O:19])[C:12]1[CH:17]=[CH:16][C:15](I)=[CH:14][CH:13]=1.[F:21][C:22]1[CH:27]=[C:26]([F:28])[CH:25]=[CH:24][C:23]=1[OH:29]. (5) Given the product [F:1][C:2]1[CH:22]=[CH:21][CH:20]=[CH:19][C:3]=1[CH2:4][N:5]1[C:9]2=[N:10][CH:11]=[CH:12][CH:13]=[C:8]2[C:7]([C:14]2[CH:15]=[N:34][C:29]3[C:30](=[N:31][NH:32][C:28]=3[OH:27])[N:33]=2)=[N:6]1, predict the reactants needed to synthesize it. The reactants are: [F:1][C:2]1[CH:22]=[CH:21][CH:20]=[CH:19][C:3]=1[CH2:4][N:5]1[C:9]2=[N:10][CH:11]=[CH:12][CH:13]=[C:8]2[C:7]([C:14](=O)[CH:15](O)O)=[N:6]1.S([O:27][C:28]1[NH:32][N:31]=[C:30]([NH2:33])[C:29]=1[NH2:34])(O)(=O)=O. (6) The reactants are: [C:1]12([C:11]3[CH:12]=[C:13]([C:19]4[CH:20]=[C:21]([CH:24]=[CH:25][CH:26]=4)[CH:22]=O)[CH:14]=[C:15]([F:18])[C:16]=3[OH:17])[CH2:10][CH:5]3[CH2:6][CH:7]([CH2:9][CH:3]([CH2:4]3)[CH2:2]1)[CH2:8]2.[S:27]1[CH2:33][C:31](=[O:32])[NH:30][C:28]1=S.[NH:34]1[CH2:39][CH2:38][NH:37][CH2:36][CH2:35]1. Given the product [C:1]12([C:11]3[CH:12]=[C:13]([C:19]4[CH:26]=[C:25]([CH:22]=[CH:21][CH:20]=4)[CH:24]=[C:33]4[S:27][C:28]([N:34]5[CH2:39][CH2:38][NH:37][CH2:36][CH2:35]5)=[N:30][C:31]4=[O:32])[CH:14]=[C:15]([F:18])[C:16]=3[OH:17])[CH2:10][CH:5]3[CH2:4][CH:3]([CH2:9][CH:7]([CH2:6]3)[CH2:8]1)[CH2:2]2, predict the reactants needed to synthesize it. (7) Given the product [C:1]([O:5][C:6](=[O:19])[NH:7][C:8]1[CH:13]=[CH:12][C:11]([C:14]([F:17])([F:16])[F:15])=[CH:10][C:9]=1[NH:18][C:25](=[O:24])[CH2:26][C:27](=[O:45])[C:28]1[CH:33]=[CH:32][CH:31]=[C:30]([C:34]2[CH:39]=[CH:38][N:37]=[C:36]([N:40]3[CH2:41][CH2:42][CH2:43][CH2:44]3)[CH:35]=2)[CH:29]=1)([CH3:4])([CH3:2])[CH3:3], predict the reactants needed to synthesize it. The reactants are: [C:1]([O:5][C:6](=[O:19])[NH:7][C:8]1[CH:13]=[CH:12][C:11]([C:14]([F:17])([F:16])[F:15])=[CH:10][C:9]=1[NH2:18])([CH3:4])([CH3:3])[CH3:2].C([O:24][C:25](=O)[CH2:26][C:27](=[O:45])[C:28]1[CH:33]=[CH:32][CH:31]=[C:30]([C:34]2[CH:39]=[CH:38][N:37]=[C:36]([N:40]3[CH2:44][CH2:43][CH2:42][CH2:41]3)[CH:35]=2)[CH:29]=1)(C)(C)C. (8) Given the product [Cl:1][C:2]1[CH:10]=[CH:9][CH:8]=[C:7]2[C:3]=1[C:4]([C:17]([OH:22])=[O:23])=[CH:5][N:6]2[C:11]1[N:12]=[CH:13][CH:14]=[CH:15][N:16]=1, predict the reactants needed to synthesize it. The reactants are: [Cl:1][C:2]1[CH:10]=[CH:9][CH:8]=[C:7]2[C:3]=1[C:4]([C:17](=[O:22])C(F)(F)F)=[CH:5][N:6]2[C:11]1[N:16]=[CH:15][CH:14]=[CH:13][N:12]=1.[OH-:23].[Na+].O.